This data is from Catalyst prediction with 721,799 reactions and 888 catalyst types from USPTO. The task is: Predict which catalyst facilitates the given reaction. (1) Reactant: [CH2:1]([C:11]1[CH:12]=[C:13]2[C:18](=[CH:19][CH:20]=1)[CH:17]=[C:16]([O:21]C)[C:15]([S:23][CH3:24])=[CH:14]2)[CH2:2][CH2:3][CH2:4][CH2:5][CH2:6][CH2:7][CH2:8][CH2:9][CH3:10].B(Br)(Br)Br. Product: [CH2:1]([C:11]1[CH:12]=[C:13]2[C:18](=[CH:19][CH:20]=1)[CH:17]=[C:16]([OH:21])[C:15]([S:23][CH3:24])=[CH:14]2)[CH2:2][CH2:3][CH2:4][CH2:5][CH2:6][CH2:7][CH2:8][CH2:9][CH3:10]. The catalyst class is: 4. (2) Reactant: OC(C(F)(F)F)=O.Br[C:9]1[CH:10]=[C:11]2[C:18]3([CH2:23][C:22](=[O:24])[N:21]([CH3:25])[C:20](=[NH:26])[NH:19]3)[CH2:17][CH:16]([C:27]3[CH:32]=[CH:31][CH:30]=[CH:29][CH:28]=3)[O:15][C:12]2=[CH:13][CH:14]=1.[N:33]1[CH:38]=[CH:37][CH:36]=[C:35](B(O)O)[CH:34]=1.C([O-])([O-])=O.[Cs+].[Cs+].O. Product: [NH:26]=[C:20]1[NH:19][C:18]2([C:11]3[C:12](=[CH:13][CH:14]=[C:9]([C:35]4[CH:34]=[N:33][CH:38]=[CH:37][CH:36]=4)[CH:10]=3)[O:15][CH:16]([C:27]3[CH:32]=[CH:31][CH:30]=[CH:29][CH:28]=3)[CH2:17]2)[CH2:23][C:22](=[O:24])[N:21]1[CH3:25]. The catalyst class is: 12. (3) Reactant: [F:1][C:2]([F:26])([F:25])[C:3]1[CH:20]=[C:19]([C:21]([F:24])([F:23])[F:22])[CH:18]=[CH:17][C:4]=1[CH2:5][O:6][C:7]1[CH:14]=[CH:13][C:10]([CH:11]=O)=[CH:9][C:8]=1[O:15][CH3:16].[CH2:27]([N:34]1[C:38](=[NH:39])[CH2:37][NH:36][C:35]1=[O:40])[C:28]1[CH:33]=[CH:32][CH:31]=[CH:30][CH:29]=1.N1CCCCC1. Product: [CH2:27]([N:34]1[C:38](=[NH:39])/[C:37](=[CH:11]/[C:10]2[CH:13]=[CH:14][C:7]([O:6][CH2:5][C:4]3[CH:17]=[CH:18][C:19]([C:21]([F:22])([F:23])[F:24])=[CH:20][C:3]=3[C:2]([F:1])([F:25])[F:26])=[C:8]([O:15][CH3:16])[CH:9]=2)/[NH:36][C:35]1=[O:40])[C:28]1[CH:29]=[CH:30][CH:31]=[CH:32][CH:33]=1. The catalyst class is: 8. (4) Reactant: [OH:1][CH:2]1[CH2:10][CH2:9][CH:8]2[CH:4]([CH2:5][N:6]([C:11]([O:13][C:14]([CH3:17])([CH3:16])[CH3:15])=[O:12])[CH2:7]2)[CH2:3]1. Product: [O:1]=[C:2]1[CH2:10][CH2:9][CH:8]2[CH:4]([CH2:5][N:6]([C:11]([O:13][C:14]([CH3:17])([CH3:16])[CH3:15])=[O:12])[CH2:7]2)[CH2:3]1. The catalyst class is: 2. (5) Reactant: [CH2:1]([NH2:4])[CH2:2]N.C([C:8]1[CH:13]=[CH:12][CH:11]=[CH:10][C:9]=1[OH:14])C=C. Product: [O:14]1[C:9]2[CH:10]=[CH:11][CH:12]=[CH:13][C:8]=2[CH:2]=[CH:1][NH:4]1. The catalyst class is: 11. (6) The catalyst class is: 1. Product: [Cl:1][C:2]1[C:14]([Cl:15])=[CH:13][C:12]([Cl:16])=[C:11]2[C:3]=1[C:4]1[CH2:5][CH2:6][CH2:7][C:8]([C:18]([F:21])([F:20])[F:19])([OH:17])[C:9]=1[NH:10]2. Reactant: [Cl:1][C:2]1[C:14]([Cl:15])=[CH:13][C:12]([Cl:16])=[C:11]2[C:3]=1[C:4]1[CH2:5][CH2:6][CH2:7][C:8](=[O:17])[C:9]=1[NH:10]2.[C:18]([Si](C)(C)C)([F:21])([F:20])[F:19].[F-].[Cs+]. (7) Reactant: [S-:1][C:2]#[N:3].[NH4+].Cl.[CH2:6](Cl)[C:7]1[CH:12]=[CH:11][CH:10]=[N:9][CH:8]=1.[CH2:14]([O:19][C:20]1[CH:26]=[CH:25][C:23]([NH2:24])=[CH:22][C:21]=1[C:27]([F:30])([F:29])[F:28])[CH2:15][CH2:16][CH2:17][CH3:18].CC(C)=[O:33]. Product: [CH2:14]([O:19][C:20]1[CH:26]=[CH:25][C:23]([NH:24][C:2]([NH:3][C:6]([C:7]2[CH:8]=[N:9][CH:10]=[CH:11][CH:12]=2)=[O:33])=[S:1])=[CH:22][C:21]=1[C:27]([F:28])([F:29])[F:30])[CH2:15][CH2:16][CH2:17][CH3:18]. The catalyst class is: 2.